Regression. Given a peptide amino acid sequence and an MHC pseudo amino acid sequence, predict their binding affinity value. This is MHC class II binding data. From a dataset of Peptide-MHC class II binding affinity with 134,281 pairs from IEDB. (1) The peptide sequence is YDKFLANVSTVLTGI. The MHC is DRB1_0101 with pseudo-sequence DRB1_0101. The binding affinity (normalized) is 0.877. (2) The peptide sequence is KLVDVRLTGEQSRIF. The MHC is DRB1_0101 with pseudo-sequence DRB1_0101. The binding affinity (normalized) is 0.776. (3) The peptide sequence is GALLLWMGINARDRS. The MHC is DRB1_0701 with pseudo-sequence DRB1_0701. The binding affinity (normalized) is 0.389. (4) The peptide sequence is ARTDLLAFTAFPKQI. The MHC is HLA-DQA10101-DQB10501 with pseudo-sequence HLA-DQA10101-DQB10501. The binding affinity (normalized) is 0.329. (5) The peptide sequence is TVLAFPAGVCPTIGV. The MHC is DRB4_0101 with pseudo-sequence DRB4_0103. The binding affinity (normalized) is 0.349. (6) The peptide sequence is EGATPEAKYDAYVAT. The MHC is HLA-DQA10401-DQB10402 with pseudo-sequence HLA-DQA10401-DQB10402. The binding affinity (normalized) is 0.283.